This data is from Peptide-MHC class I binding affinity with 185,985 pairs from IEDB/IMGT. The task is: Regression. Given a peptide amino acid sequence and an MHC pseudo amino acid sequence, predict their binding affinity value. This is MHC class I binding data. (1) The peptide sequence is QAKWRLQTL. The MHC is HLA-B58:01 with pseudo-sequence HLA-B58:01. The binding affinity (normalized) is 0. (2) The peptide sequence is QYLYGVGSSI. The MHC is Patr-A0701 with pseudo-sequence Patr-A0701. The binding affinity (normalized) is 0.236. (3) The peptide sequence is DFGYATMAK. The MHC is HLA-A26:03 with pseudo-sequence HLA-A26:03. The binding affinity (normalized) is 0.0847. (4) The peptide sequence is VIMWYNYLF. The MHC is HLA-B15:17 with pseudo-sequence HLA-B15:17. The binding affinity (normalized) is 0.0847. (5) The peptide sequence is VPFVSVNPI. The MHC is HLA-A02:01 with pseudo-sequence HLA-A02:01. The binding affinity (normalized) is 0.0847. (6) The binding affinity (normalized) is 0.152. The MHC is HLA-A68:01 with pseudo-sequence HLA-A68:01. The peptide sequence is ELVNQIIEQL. (7) The peptide sequence is ACQEAVKLK. The MHC is HLA-A03:01 with pseudo-sequence HLA-A03:01. The binding affinity (normalized) is 0.101.